Task: Predict the reactants needed to synthesize the given product.. Dataset: Full USPTO retrosynthesis dataset with 1.9M reactions from patents (1976-2016) (1) The reactants are: Br[C:2]1[C:10]2[C:5](=[CH:6][CH:7]=[CH:8][CH:9]=2)[N:4]([CH2:11][C:12]2[CH:17]=[CH:16][C:15]([O:18][CH3:19])=[CH:14][CH:13]=2)[C:3]=1[C:20]([O:22][CH2:23][CH3:24])=[O:21].[C:25]1([O:35][CH2:36][CH2:37][OH:38])[C:34]2[C:29](=[CH:30][CH:31]=[CH:32][CH:33]=2)[CH:28]=[CH:27][CH:26]=1.C1(C2C3C(=CC=CC=3)C=CC=2)C2C(=CC=CC=2)C=CC=1P(C(C)(C)C)C(C)(C)C.C([O-])([O-])=O.[Cs+].[Cs+]. Given the product [CH3:19][O:18][C:15]1[CH:16]=[CH:17][C:12]([CH2:11][N:4]2[C:5]3[C:10](=[CH:9][CH:8]=[CH:7][CH:6]=3)[C:2]([O:38][CH2:37][CH2:36][O:35][C:25]3[C:34]4[C:29](=[CH:30][CH:31]=[CH:32][CH:33]=4)[CH:28]=[CH:27][CH:26]=3)=[C:3]2[C:20]([O:22][CH2:23][CH3:24])=[O:21])=[CH:13][CH:14]=1, predict the reactants needed to synthesize it. (2) The reactants are: [NH2:1][C@H:2]([C:13]([OH:15])=[O:14])[CH2:3][C:4]1[C:12]2[C:7](=[CH:8][CH:9]=[CH:10][CH:11]=2)[NH:6][CH:5]=1.[CH2:16]([O:23][C:24](Cl)=[O:25])[C:17]1[CH:22]=[CH:21][CH:20]=[CH:19][CH:18]=1.Cl. Given the product [NH:1]([C:24]([O:23][CH2:16][C:17]1[CH:22]=[CH:21][CH:20]=[CH:19][CH:18]=1)=[O:25])[C@H:2]([C:13]([OH:15])=[O:14])[CH2:3][C:4]1[C:12]2[C:7](=[CH:8][CH:9]=[CH:10][CH:11]=2)[NH:6][CH:5]=1, predict the reactants needed to synthesize it. (3) The reactants are: CC(C)([O-])C.[K+].[CH3:7][C:8]1[CH:12]=[CH:11][NH:10][N:9]=1.[Br:13][C:14]1[CH:19]=[CH:18][C:17]([Cl:20])=[CH:16][C:15]=1F. Given the product [Br:13][C:14]1[CH:19]=[CH:18][C:17]([Cl:20])=[CH:16][C:15]=1[N:10]1[CH:11]=[CH:12][C:8]([CH3:7])=[N:9]1.[Br:13][C:14]1[CH:19]=[CH:18][C:17]([Cl:20])=[CH:16][C:15]=1[N:9]1[C:8]([CH3:7])=[CH:12][CH:11]=[N:10]1, predict the reactants needed to synthesize it. (4) Given the product [NH2:19][C:16]1[CH:17]=[CH:18][C:13]([C:2]([CH3:1])([C:3]([O:5][CH2:6][CH3:7])=[O:4])[C:8]([O:10][CH2:11][CH3:12])=[O:9])=[N:14][CH:15]=1, predict the reactants needed to synthesize it. The reactants are: [CH3:1][C:2]([C:13]1[CH:18]=[CH:17][C:16]([N+:19]([O-])=O)=[CH:15][N:14]=1)([C:8]([O:10][CH2:11][CH3:12])=[O:9])[C:3]([O:5][CH2:6][CH3:7])=[O:4].O. (5) Given the product [Br:1][C:2]1[CH:3]=[C:4]2[CH2:12][N:14]([C@@H:15]([CH2:28][C:29]3[CH:34]=[CH:33][CH:32]=[C:31]([F:35])[CH:30]=3)[CH2:16][N:17]3[C:25](=[O:26])[C:24]4[C:19](=[CH:20][CH:21]=[CH:22][CH:23]=4)[C:18]3=[O:27])[C:8](=[O:10])[C:5]2=[N:6][CH:7]=1, predict the reactants needed to synthesize it. The reactants are: [Br:1][C:2]1[CH:3]=[C:4]([CH2:12]Br)[C:5]([C:8]([O:10]C)=O)=[N:6][CH:7]=1.[NH2:14][C@@H:15]([CH2:28][C:29]1[CH:34]=[CH:33][CH:32]=[C:31]([F:35])[CH:30]=1)[CH2:16][N:17]1[C:25](=[O:26])[C:24]2[C:19](=[CH:20][CH:21]=[CH:22][CH:23]=2)[C:18]1=[O:27].C(N(CC)C(C)C)(C)C. (6) The reactants are: Br[C:2]1[C:6]2[CH:7]=[N:8][C:9]([NH2:23])=[C:10]([O:11][C@@H:12]([C:14]3[C:19]([Cl:20])=[CH:18][CH:17]=[C:16]([F:21])[C:15]=3[Cl:22])[CH3:13])[C:5]=2[O:4][CH:3]=1.[F-].[K+].O1CCOCC1.C([Sn](CCCC)(CCCC)[C:37]1[S:38][CH:39]=[CH:40][N:41]=1)CCC. Given the product [Cl:22][C:15]1[C:16]([F:21])=[CH:17][CH:18]=[C:19]([Cl:20])[C:14]=1[C@H:12]([O:11][C:10]1[C:5]2[O:4][CH:3]=[C:2]([C:37]3[S:38][CH:39]=[CH:40][N:41]=3)[C:6]=2[CH:7]=[N:8][C:9]=1[NH2:23])[CH3:13], predict the reactants needed to synthesize it. (7) Given the product [C:33]([O-:35])(=[O:34])[CH3:32].[NH4+:2].[F:21][C:22]1[C:23]2[N:24]([N:40]=[C:41]([C:47]3[CH:48]=[CH:49][C:50]([F:53])=[CH:51][CH:52]=3)[C:42]=2[C:43]([NH:44][CH3:45])=[O:46])[CH:25]=[CH:26][C:27]=1[C:28]1[C:29]([CH3:39])=[N:30][C:31]([O:37][CH3:38])=[C:32]([C:33](=[O:34])[NH:11][C:8]2([C:3]3[CH:4]=[CH:5][CH:6]=[CH:7][N:2]=3)[CH2:10][CH2:9]2)[CH:36]=1, predict the reactants needed to synthesize it. The reactants are: Cl.[N:2]1[CH:7]=[CH:6][CH:5]=[CH:4][C:3]=1[C:8]1([NH2:11])[CH2:10][CH2:9]1.C(N(C(C)C)CC)(C)C.[F:21][C:22]1[C:23]2[N:24]([N:40]=[C:41]([C:47]3[CH:52]=[CH:51][C:50]([F:53])=[CH:49][CH:48]=3)[C:42]=2[C:43](=[O:46])[NH:44][CH3:45])[CH:25]=[CH:26][C:27]=1[C:28]1[C:29]([CH3:39])=[N:30][C:31]([O:37][CH3:38])=[C:32]([CH:36]=1)[C:33]([OH:35])=[O:34].CN(C(ON1N=NC2C=CC=NC1=2)=[N+](C)C)C.F[P-](F)(F)(F)(F)F.